From a dataset of Reaction yield outcomes from USPTO patents with 853,638 reactions. Predict the reaction yield, written as a fraction of the theoretical maximum amount of product (1.0 means a 100% yield; for example, 0.34 means a 34% yield). (1) The reactants are Br[C:2]1[C:3]2[C:4]3[CH2:15][CH2:14][N:13]([C:16]([O:18][C:19]([CH3:22])([CH3:21])[CH3:20])=[O:17])[CH2:12][CH2:11][C:5]=3[NH:6][C:7]=2[CH:8]=[CH:9][CH:10]=1.CCN(CC)CC.[CH3:30][C:31]1([CH3:38])[C:35]([CH3:37])([CH3:36])[O:34][BH:33][O:32]1. The catalyst is Cl[Pd](Cl)([P](C1C=CC=CC=1)(C1C=CC=CC=1)C1C=CC=CC=1)[P](C1C=CC=CC=1)(C1C=CC=CC=1)C1C=CC=CC=1.O1CCOCC1. The product is [CH3:30][C:31]1([CH3:38])[C:35]([CH3:37])([CH3:36])[O:34][B:33]([C:2]2[C:3]3[C:4]4[CH2:15][CH2:14][N:13]([C:16]([O:18][C:19]([CH3:22])([CH3:21])[CH3:20])=[O:17])[CH2:12][CH2:11][C:5]=4[NH:6][C:7]=3[CH:8]=[CH:9][CH:10]=2)[O:32]1. The yield is 0.930. (2) The reactants are [Cl:1][C:2]1[CH:3]=[C:4]([C:9]2[C:14]([CH2:15][NH:16]C(=O)OC(C)(C)C)=[CH:13][CH:12]=[C:11]([C:24]([F:27])([F:26])[F:25])[N:10]=2)[CH:5]=[CH:6][C:7]=1[F:8].Cl. The catalyst is O1CCOCC1. The product is [ClH:1].[Cl:1][C:2]1[CH:3]=[C:4]([C:9]2[C:14]([CH2:15][NH2:16])=[CH:13][CH:12]=[C:11]([C:24]([F:26])([F:27])[F:25])[N:10]=2)[CH:5]=[CH:6][C:7]=1[F:8]. The yield is 0.930.